From a dataset of Catalyst prediction with 721,799 reactions and 888 catalyst types from USPTO. Predict which catalyst facilitates the given reaction. (1) Reactant: [F:1][C:2]1[CH:7]=[CH:6][C:5]([CH3:8])=[CH:4][C:3]=1[NH:9][C:10]([NH:12][C:13]1[CH:37]=[CH:36][C:16]([O:17][C:18]2[CH:23]=[CH:22][N:21]=[C:20]([C:24]3[NH:28][CH:27]=[C:26]([C:29]([NH:31][CH2:32][CH2:33][CH:34]=O)=[O:30])[CH:25]=3)[CH:19]=2)=[CH:15][CH:14]=1)=[O:11].[NH:38]1[CH2:43][CH2:42][CH2:41][CH:40]([CH2:44][OH:45])[CH2:39]1.C(O)(=O)C.C([BH3-])#N.[Na+].C1COCC1. Product: [F:1][C:2]1[CH:7]=[CH:6][C:5]([CH3:8])=[CH:4][C:3]=1[NH:9][C:10]([NH:12][C:13]1[CH:14]=[CH:15][C:16]([O:17][C:18]2[CH:23]=[CH:22][N:21]=[C:20]([C:24]3[NH:28][CH:27]=[C:26]([C:29]([NH:31][CH2:32][CH2:33][CH2:34][N:38]4[CH2:43][CH2:42][CH2:41][CH:40]([CH2:44][OH:45])[CH2:39]4)=[O:30])[CH:25]=3)[CH:19]=2)=[CH:36][CH:37]=1)=[O:11]. The catalyst class is: 18. (2) Reactant: [CH3:1][S:2][C:3]1[CH:4]=[C:5]2[C:9](=[CH:10][CH:11]=1)[NH:8][CH:7]=[CH:6]2.CC(C)([O-])C.[K+].[C:18]([O:22][C:23]([N:25]1[C:30]([CH3:32])([CH3:31])[CH2:29][CH2:28]OS1(=O)=O)=[O:24])([CH3:21])([CH3:20])[CH3:19].Cl. Product: [C:18]([O:22][C:23]([NH:25][C:30]([CH3:31])([CH3:32])[CH2:29][CH2:28][N:8]1[C:9]2[C:5](=[CH:4][C:3]([S:2][CH3:1])=[CH:11][CH:10]=2)[CH:6]=[CH:7]1)=[O:24])([CH3:21])([CH3:20])[CH3:19]. The catalyst class is: 3.